Dataset: TCR-epitope binding with 47,182 pairs between 192 epitopes and 23,139 TCRs. Task: Binary Classification. Given a T-cell receptor sequence (or CDR3 region) and an epitope sequence, predict whether binding occurs between them. (1) The epitope is KLSYGIATV. The TCR CDR3 sequence is CASSFSDSSGQFF. Result: 1 (the TCR binds to the epitope). (2) The epitope is KPLEFGATSAAL. The TCR CDR3 sequence is CASSQTSGYAYNEQFF. Result: 1 (the TCR binds to the epitope). (3) Result: 0 (the TCR does not bind to the epitope). The epitope is LPRRSGAAGA. The TCR CDR3 sequence is CSARTDNSPLHF. (4) The epitope is ALLADKFPV. The TCR CDR3 sequence is CASSSRTNPTYEQYF. Result: 1 (the TCR binds to the epitope).